From a dataset of Catalyst prediction with 721,799 reactions and 888 catalyst types from USPTO. Predict which catalyst facilitates the given reaction. (1) Reactant: [Cl:1][C:2]1[CH:14]=[CH:13][C:5]([O:6][CH2:7][C:8]([O:10]CC)=[O:9])=[C:4]([F:15])[C:3]=1[NH:16][CH2:17][C:18]1[CH:23]=[C:22]([C:24]2[CH:29]=[CH:28][CH:27]=[C:26]([F:30])[CH:25]=2)[CH:21]=[CH:20][C:19]=1[F:31].[OH-].[Na+]. Product: [Cl:1][C:2]1[CH:14]=[CH:13][C:5]([O:6][CH2:7][C:8]([OH:10])=[O:9])=[C:4]([F:15])[C:3]=1[NH:16][CH2:17][C:18]1[CH:23]=[C:22]([C:24]2[CH:29]=[CH:28][CH:27]=[C:26]([F:30])[CH:25]=2)[CH:21]=[CH:20][C:19]=1[F:31]. The catalyst class is: 1. (2) Reactant: [N+](C1C=CC(O[C:11](=[O:28])[C@H:12]([CH2:24][C:25](=[O:27])[NH2:26])[NH:13][C:14]([O:16][CH2:17][C:18]2[CH:23]=[CH:22][CH:21]=[CH:20][CH:19]=2)=[O:15])=CC=1)([O-])=O.Cl.[C:30]([O:34][C:35](=[O:38])[CH2:36][NH2:37])([CH3:33])([CH3:32])[CH3:31].CN1CCOCC1. Product: [C:30]([O:34][C:35](=[O:38])[CH2:36][NH:37][C:11](=[O:28])[C@H:12]([CH2:24][C:25](=[O:27])[NH2:26])[NH:13][C:14]([O:16][CH2:17][C:18]1[CH:19]=[CH:20][CH:21]=[CH:22][CH:23]=1)=[O:15])([CH3:33])([CH3:32])[CH3:31]. The catalyst class is: 9. (3) Reactant: Br[CH2:2][CH2:3][CH2:4][CH2:5][CH2:6][CH2:7][CH2:8][CH2:9][CH2:10][CH2:11][CH2:12][OH:13].[CH3:14][NH2:15]. Product: [CH3:14][NH:15][CH2:2][CH2:3][CH2:4][CH2:5][CH2:6][CH2:7][CH2:8][CH2:9][CH2:10][CH2:11][CH2:12][OH:13]. The catalyst class is: 8. (4) Reactant: Br[C:2]1[CH:3]=[C:4]2[C:8](=[CH:9][CH:10]=1)[NH:7][C:6]([C:11]1[CH:12]=[N:13][CH:14]=[CH:15][C:16]=1[CH3:17])=[CH:5]2.[CH3:18][O:19][C:20]1[CH:25]=[C:24]([CH3:26])[C:23](B(O)O)=[CH:22][N:21]=1.C(=O)(O)[O-].[Na+]. Product: [CH3:18][O:19][C:20]1[N:21]=[CH:22][C:23]([C:2]2[CH:3]=[C:4]3[C:8](=[CH:9][CH:10]=2)[NH:7][C:6]([C:11]2[CH:12]=[N:13][CH:14]=[CH:15][C:16]=2[CH3:17])=[CH:5]3)=[C:24]([CH3:26])[CH:25]=1. The catalyst class is: 460. (5) Reactant: [F-].[K+].[O:3]=[S:4]1(=[O:38])[N:8](S(C2C=CC(C)=CC=2)(=O)=O)[C:7]2[CH:19]=[C:20]([CH2:23][N:24]([C:30]3[CH:37]=[CH:36][C:33]([C:34]#[N:35])=[CH:32][CH:31]=3)[N:25]3[CH:29]=[CH:28][N:27]=[CH:26]3)[CH:21]=[CH:22][C:6]=2[O:5]1. The catalyst class is: 192. Product: [O:38]=[S:4]1(=[O:3])[NH:8][C:7]2[CH:19]=[C:20]([CH2:23][N:24]([C:30]3[CH:37]=[CH:36][C:33]([C:34]#[N:35])=[CH:32][CH:31]=3)[N:25]3[CH:29]=[CH:28][N:27]=[CH:26]3)[CH:21]=[CH:22][C:6]=2[O:5]1. (6) Reactant: [Cl-].[CH2:2]([N+:6]1[CH:10]=[CH:9][N:8]([CH3:11])[CH:7]=1)[CH2:3][CH2:4][CH3:5].[S:12]([O-:28])([O:15][CH2:16][CH2:17][CH2:18][CH2:19][CH2:20][CH2:21][CH2:22][CH2:23][CH2:24][CH2:25][CH2:26][CH3:27])(=[O:14])=[O:13].[Na+]. Product: [CH2:16]([O:15][S:12]([O-:28])(=[O:14])=[O:13])[CH2:17][CH2:18][CH2:19][CH2:20][CH2:21][CH2:22][CH2:23][CH2:24][CH2:25][CH2:26][CH3:27].[CH2:2]([N+:6]1[CH:10]=[CH:9][N:8]([CH3:11])[CH:7]=1)[CH2:3][CH2:4][CH3:5]. The catalyst class is: 6. (7) Reactant: [Br:1][CH2:2][CH2:3][CH2:4][C:5]([OH:7])=O.Cl.C(N=C=NCCCN(C)C)C.O[N:21]1[C:25]2C=CC=C[C:24]=2[N:23]=N1.Cl.NCC#N. Product: [Br:1][CH2:2][CH2:3][CH2:4][C:5]([NH:23][CH2:24][C:25]#[N:21])=[O:7]. The catalyst class is: 842.